This data is from Forward reaction prediction with 1.9M reactions from USPTO patents (1976-2016). The task is: Predict the product of the given reaction. (1) Given the reactants FC(F)(F)S(O[C:7]1[CH:16]=[CH:15][C:14]2[C:9](=[C:10]([C:17]3[CH:22]=[CH:21][CH:20]=[C:19]([S:23]([CH3:26])(=[O:25])=[O:24])[CH:18]=3)[CH:11]=[CH:12][N:13]=2)[N:8]=1)(=O)=O.[Cl:29][C:30]1[C:35]([NH:36][S:37]([C:40]2[CH:45]=[CH:44][CH:43]=[CH:42][CH:41]=2)(=[O:39])=[O:38])=[CH:34][C:33](B2OC(C)(C)C(C)(C)O2)=[CH:32][N:31]=1.[Cl-].[NH4+], predict the reaction product. The product is: [Cl:29][C:30]1[C:35]([NH:36][S:37]([C:40]2[CH:41]=[CH:42][CH:43]=[CH:44][CH:45]=2)(=[O:39])=[O:38])=[CH:34][C:33]([C:7]2[CH:16]=[CH:15][C:14]3[C:9](=[C:10]([C:17]4[CH:22]=[CH:21][CH:20]=[C:19]([S:23]([CH3:26])(=[O:25])=[O:24])[CH:18]=4)[CH:11]=[CH:12][N:13]=3)[N:8]=2)=[CH:32][N:31]=1. (2) Given the reactants [F:1][C:2]1[CH:7]=[CH:6][C:5]([S:8]([N:11]2[C:20]3[C:15](=[CH:16][C:17]([C:21]([OH:30])([C:26]([F:29])([F:28])[F:27])[C:22]([F:25])([F:24])[F:23])=[CH:18][CH:19]=3)[CH2:14][CH2:13][C@H:12]2[CH2:31][C:32](=O)[C:33]#[CH:34])(=[O:10])=[O:9])=[CH:4][CH:3]=1.[NH:36]([CH2:38][CH:39]([OH:42])[CH2:40][CH3:41])[NH2:37], predict the reaction product. The product is: [F:1][C:2]1[CH:7]=[CH:6][C:5]([S:8]([N:11]2[C:20]3[C:15](=[CH:16][C:17]([C:21]([OH:30])([C:22]([F:23])([F:24])[F:25])[C:26]([F:28])([F:27])[F:29])=[CH:18][CH:19]=3)[CH2:14][CH2:13][C@H:12]2[CH2:31][C:32]2[CH:33]=[CH:34][N:36]([CH2:38][CH:39]([OH:42])[CH2:40][CH3:41])[N:37]=2)(=[O:9])=[O:10])=[CH:4][CH:3]=1. (3) Given the reactants [CH2:1]([O:5][CH2:6][CH2:7][CH2:8][CH2:9][CH2:10][CH2:11][CH2:12][CH2:13][CH2:14][CH2:15][CH2:16][CH2:17][CH2:18][CH2:19][CH2:20][CH2:21][CH2:22][CH3:23])[CH:2]1[O:4][CH2:3]1.[CH2:24]([O:28][CH2:29][CH2:30][CH2:31][CH2:32][CH2:33][CH2:34][CH2:35][CH3:36])[CH:25]1[O:27][CH2:26]1.C1(C)C=CC=CC=1.Cl, predict the reaction product. The product is: [CH2:1]([O:5][CH2:6][CH2:7][CH2:8][CH2:9][CH2:10][CH2:11][CH2:12][CH2:13][CH2:14][CH2:15][CH2:16][CH2:17][CH2:18][CH2:19][CH2:20][CH2:21][CH2:22][CH3:23])[CH:2]1[O:4][CH2:3]1.[CH2:24]([O:28][CH2:29][CH2:30][CH2:31][CH2:32][CH2:33][CH2:34][CH2:35][CH3:36])[CH:25]1[O:27][CH2:26]1. (4) Given the reactants Cl[C:2]1[CH:7]=[CH:6][N:5]=[C:4]([NH:8][C:9]2[CH:16]=[CH:15][C:12]([C:13]#[N:14])=[CH:11][CH:10]=2)[N:3]=1.[Br:17][C:18]1[CH:23]=[C:22]([CH3:24])[CH:21]=[C:20]([Br:25])[C:19]=1[NH2:26].Cl.C[N:29]1[CH2:33][CH2:32][CH2:31][C:30]1=O, predict the reaction product. The product is: [Br:17][C:18]1[CH:23]=[C:22]([CH3:24])[CH:21]=[C:20]([Br:25])[C:19]=1[NH:26][C:2]1[CH:7]=[CH:6][N:5]=[C:4]([NH:8][C:9]2[CH:16]=[CH:15][C:12]([C:13]#[N:14])=[CH:11][CH:10]=2)[N:3]=1.[NH2:14][C:13]1[C:30]([CH3:18])=[CH:31][C:32]([C:33]#[N:29])=[CH:11][C:12]=1[CH3:15].[CH:7]([N:26]([CH:19]([CH3:18])[CH3:20])[CH2:30][CH3:31])([CH3:2])[CH3:6]. (5) Given the reactants [Cl:1][C:2]1[CH:16]=[C:15]([Cl:17])[CH:14]=[CH:13][C:3]=1[CH2:4][C@H:5]1[NH:10][C:9](=O)[CH2:8][NH:7][C:6]1=O.B.C1COCC1.O, predict the reaction product. The product is: [Cl:1][C:2]1[CH:16]=[C:15]([Cl:17])[CH:14]=[CH:13][C:3]=1[CH2:4][C@@H:5]1[CH2:6][NH:7][CH2:8][CH2:9][NH:10]1. (6) The product is: [C:1]([O:5][C:6](=[O:24])[N:7]([CH2:11][CH2:12][CH2:13][N:14]1[C:18]([NH2:19])=[C:17]([C:20](=[O:22])[NH2:21])[N:16]=[C:15]1[S:44][C:35]1[C:34]([Cl:33])=[CH:39][C:38]([C:40]([F:43])([F:41])[F:42])=[CH:37][N:36]=1)[CH:8]([CH3:10])[CH3:9])([CH3:4])([CH3:3])[CH3:2]. Given the reactants [C:1]([O:5][C:6](=[O:24])[N:7]([CH2:11][CH2:12][CH2:13][N:14]1[C:18]([NH2:19])=[C:17]([C:20](=[O:22])[NH2:21])[N:16]=[C:15]1Br)[CH:8]([CH3:10])[CH3:9])([CH3:4])([CH3:3])[CH3:2].[Li+].[Br-].CC(C)([O-])C.[K+].[Cl:33][C:34]1[C:35]([SH:44])=[N:36][CH:37]=[C:38]([C:40]([F:43])([F:42])[F:41])[CH:39]=1, predict the reaction product.